From a dataset of Full USPTO retrosynthesis dataset with 1.9M reactions from patents (1976-2016). Predict the reactants needed to synthesize the given product. The reactants are: [OH:1][C:2]1[CH:3]=[C:4]2[C:8](=[CH:9][CH:10]=1)[NH:7][CH:6]=[C:5]2[CH:11]([CH3:13])[CH3:12].[C:14](=[O:17])([O-])[O-].[K+].[K+].[Cl:20][C:21]1[C:28](Cl)=[C:27]([Cl:30])[C:24](C=O)=[CH:23][CH:22]=1. Given the product [CH:11]([C:5]1[C:4]2[C:8](=[CH:9][CH:10]=[C:2]([O:1][C:28]3[C:21]([Cl:20])=[CH:22][C:23]([CH:14]=[O:17])=[CH:24][C:27]=3[Cl:30])[CH:3]=2)[NH:7][CH:6]=1)([CH3:13])[CH3:12], predict the reactants needed to synthesize it.